Regression. Given a peptide amino acid sequence and an MHC pseudo amino acid sequence, predict their binding affinity value. This is MHC class I binding data. From a dataset of Peptide-MHC class I binding affinity with 185,985 pairs from IEDB/IMGT. (1) The peptide sequence is LPIRYQTPAV. The MHC is HLA-B35:01 with pseudo-sequence HLA-B35:01. The binding affinity (normalized) is 0.565. (2) The peptide sequence is PHPVVVRTL. The MHC is HLA-A11:01 with pseudo-sequence HLA-A11:01. The binding affinity (normalized) is 0.0847. (3) The peptide sequence is LAYFPVFRFLNGS. The MHC is HLA-A29:02 with pseudo-sequence HLA-A29:02. The binding affinity (normalized) is 0. (4) The peptide sequence is VLYCVHQRV. The MHC is HLA-A02:03 with pseudo-sequence HLA-A02:03. The binding affinity (normalized) is 0.851. (5) The peptide sequence is TVAHQVCPY. The MHC is HLA-A80:01 with pseudo-sequence HLA-A80:01. The binding affinity (normalized) is 0.648.